From a dataset of Full USPTO retrosynthesis dataset with 1.9M reactions from patents (1976-2016). Predict the reactants needed to synthesize the given product. (1) Given the product [ClH:16].[CH3:13][C:12]1([CH3:14])[CH2:11][O:10][CH2:9][CH:8]1[NH2:7], predict the reactants needed to synthesize it. The reactants are: C(OC(=O)[NH:7][CH:8]1[C:12]([CH3:14])([CH3:13])[CH2:11][O:10][CH2:9]1)(C)(C)C.[ClH:16].O1CCOCC1. (2) Given the product [Cl:14][C:9]1[CH:8]=[C:7]2[C:12](=[CH:11][CH:10]=1)[NH:4][CH2:5][CH2:6]2, predict the reactants needed to synthesize it. The reactants are: C([N:4]1[C:12]2[C:7](=[CH:8][CH:9]=[CH:10][CH:11]=2)[CH2:6][CH2:5]1)(=O)C.C(Cl)(Cl)(Cl)[Cl:14]. (3) Given the product [C:19]([C:23]1[CH:46]=[CH:45][C:26]([C:27]([NH:29][C@H:30]([C:41]([O:43][CH3:44])=[O:42])[CH2:31][C:32]2[CH:33]=[CH:34][C:35]([C:36]([O:38][CH2:2][C:3]([C:5]3[CH:10]=[CH:9][C:8]([O:11][CH2:12][CH2:13][CH2:14][CH2:15][CH2:16][CH2:17][CH3:18])=[CH:7][CH:6]=3)=[O:4])=[O:37])=[CH:39][CH:40]=2)=[O:28])=[CH:25][CH:24]=1)([CH3:22])([CH3:20])[CH3:21], predict the reactants needed to synthesize it. The reactants are: Br[CH2:2][C:3]([C:5]1[CH:10]=[CH:9][C:8]([O:11][CH2:12][CH2:13][CH2:14][CH2:15][CH2:16][CH2:17][CH3:18])=[CH:7][CH:6]=1)=[O:4].[C:19]([C:23]1[CH:46]=[CH:45][C:26]([C:27]([NH:29][C@H:30]([C:41]([O:43][CH3:44])=[O:42])[CH2:31][C:32]2[CH:40]=[CH:39][C:35]([C:36]([OH:38])=[O:37])=[CH:34][CH:33]=2)=[O:28])=[CH:25][CH:24]=1)([CH3:22])([CH3:21])[CH3:20].C(O)(=O)CC(CC(O)=O)(C(O)=O)O. (4) Given the product [CH2:1]([O:8][C:9]([NH:11][C@@:12]([C:32](=[O:34])[NH2:33])([CH2:18][C:19]([O:21][CH:22]1[CH:27]([CH:28]([CH3:30])[CH3:29])[CH2:26][CH2:25][CH:24]([CH3:31])[CH2:23]1)=[O:20])[C:13]([O:15][CH2:16][CH3:17])=[O:14])=[O:10])[C:2]1[CH:7]=[CH:6][CH:5]=[CH:4][CH:3]=1, predict the reactants needed to synthesize it. The reactants are: [CH2:1]([O:8][C:9]([NH:11][C:12]([C:32](=[O:34])[NH2:33])([CH2:18][C:19]([O:21][CH:22]1[CH:27]([CH:28]([CH3:30])[CH3:29])[CH2:26][CH2:25][CH:24]([CH3:31])[CH2:23]1)=[O:20])[C:13]([O:15][CH2:16][CH3:17])=[O:14])=[O:10])[C:2]1[CH:7]=[CH:6][CH:5]=[CH:4][CH:3]=1. (5) Given the product [Cl:13][C:14]1[CH:15]=[C:16]([S:20]([NH:1][C:2]2[S:3][CH:4]=[C:5]([CH2:7][C:8]([O:10][CH2:11][CH3:12])=[O:9])[N:6]=2)(=[O:22])=[O:21])[CH:17]=[CH:18][CH:19]=1, predict the reactants needed to synthesize it. The reactants are: [NH2:1][C:2]1[S:3][CH:4]=[C:5]([CH2:7][C:8]([O:10][CH2:11][CH3:12])=[O:9])[N:6]=1.[Cl:13][C:14]1[CH:15]=[C:16]([S:20](Cl)(=[O:22])=[O:21])[CH:17]=[CH:18][CH:19]=1.